Dataset: Full USPTO retrosynthesis dataset with 1.9M reactions from patents (1976-2016). Task: Predict the reactants needed to synthesize the given product. (1) Given the product [ClH:39].[ClH:39].[C:1]1([S:7]([C:10]2[CH:15]=[CH:14][C:13]([NH:16][C:17]3[C:18]4[CH:26]=[C:25]([C:27]5([CH2:40][NH:38][CH2:37][CH2:36][S:35][CH3:34])[CH2:28][CH:29]=[CH:30][O:31]5)[N:24]=[CH:23][C:19]=4[N:20]=[CH:21][N:22]=3)=[CH:12][CH:11]=2)(=[O:8])=[O:9])[CH:2]=[CH:3][CH:4]=[CH:5][CH:6]=1, predict the reactants needed to synthesize it. The reactants are: [C:1]1([S:7]([C:10]2[CH:15]=[CH:14][C:13]([NH:16][C:17]3[C:18]4[CH:26]=[C:25]([C:27]5[O:31][C:30](C=O)=[CH:29][CH:28]=5)[N:24]=[CH:23][C:19]=4[N:20]=[CH:21][N:22]=3)=[CH:12][CH:11]=2)(=[O:9])=[O:8])[CH:6]=[CH:5][CH:4]=[CH:3][CH:2]=1.[CH3:34][S:35][CH2:36][CH2:37][NH2:38].[Cl:39][CH2:40]Cl. (2) The reactants are: [CH3:1][O:2][C:3]1[CH:8]=[CH:7][C:6](B(O)O)=[CH:5][N:4]=1.[Cl:12][C:13]1[CH:18]=[C:17](Cl)[N:16]=[C:15]([S:20][CH3:21])[N:14]=1.C([O-])([O-])=O.[Cs+].[Cs+]. Given the product [Cl:12][C:13]1[CH:18]=[C:17]([C:6]2[CH:5]=[N:4][C:3]([O:2][CH3:1])=[CH:8][CH:7]=2)[N:16]=[C:15]([S:20][CH3:21])[N:14]=1, predict the reactants needed to synthesize it. (3) Given the product [F:8][C:6]1[CH:5]=[C:4]([CH2:9][C@@H:10]([C:25]2[C:30]([C:31]3[CH:32]=[C:33]([CH:37]=[CH:38][CH:39]=3)[C:34]([NH2:36])=[O:35])=[CH:29][CH:28]=[CH:27][N:26]=2)[NH:11][C:12](=[O:24])[CH2:13][C:14]2[CH:22]=[CH:17][CH:18]=[CH:48][N:47]=2)[CH:3]=[C:2]([F:1])[CH:7]=1, predict the reactants needed to synthesize it. The reactants are: [F:1][C:2]1[CH:3]=[C:4]([CH2:9][C@@H:10]([C:25]2[C:30]([C:31]3[CH:32]=[C:33]([CH:37]=[CH:38][CH:39]=3)[C:34]([NH2:36])=[O:35])=[CH:29][CH:28]=[CH:27][N:26]=2)[NH:11][C:12](=[O:24])[CH2:13][C:14]2[C:22]3[C:17](=[CH:18]C=C(F)C=3)NC=2)[CH:5]=[C:6]([F:8])[CH:7]=1.FC(F)(F)C(O)=O.[NH2:47][C@H:48](C1C(C2C=C(C=CC=2)C(N)=O)=CC=CN=1)CC1C=C(F)C=C(F)C=1.N1C=CC=CC=1CC(O)=O. (4) Given the product [F:24][C:25]1[CH:26]=[C:27]([CH:28]=[CH:29][C:30]=1[F:31])[O:5][CH:6]1[CH2:9][N:8]([C:10]2[N:19]=[CH:18][C:17]([C:20]([F:23])([F:22])[F:21])=[CH:16][C:11]=2[C:12]([OH:14])=[O:13])[CH2:7]1, predict the reactants needed to synthesize it. The reactants are: CS([O:5][CH:6]1[CH2:9][N:8]([C:10]2[N:19]=[CH:18][C:17]([C:20]([F:23])([F:22])[F:21])=[CH:16][C:11]=2[C:12]([O:14]C)=[O:13])[CH2:7]1)(=O)=O.[F:24][C:25]1[CH:26]=[C:27](O)[CH:28]=[CH:29][C:30]=1[F:31]. (5) Given the product [OH:2][CH2:3][C:5]1[S:6][C:7]([S:10]([NH2:11])(=[O:13])=[O:12])=[CH:8][CH:9]=1, predict the reactants needed to synthesize it. The reactants are: C[O:2][C:3]([C:5]1[S:6][C:7]([S:10](=[O:13])(=[O:12])[NH2:11])=[CH:8][CH:9]=1)=O.[BH4-].[Li+]. (6) The reactants are: [Br:1][C:2]1[CH:3]=[C:4]2[C:9](Cl)=[C:8]([C:11]([NH2:13])=[O:12])[CH:7]=[N:6][N:5]2[CH:14]=1.Cl.[NH2:16][CH:17]([CH3:25])[C:18]([CH3:24])([CH3:23])[C:19]([O:21][CH3:22])=[O:20].CCN(C(C)C)C(C)C. Given the product [Br:1][C:2]1[CH:3]=[C:4]2[C:9]([NH:16][CH:17]([CH3:25])[C:18]([CH3:24])([CH3:23])[C:19]([O:21][CH3:22])=[O:20])=[C:8]([C:11](=[O:12])[NH2:13])[CH:7]=[N:6][N:5]2[CH:14]=1, predict the reactants needed to synthesize it. (7) Given the product [Br:1][C:2]1[N:6]([CH2:7][O:8][CH2:9][CH2:10][Si:11]([CH3:14])([CH3:13])[CH3:12])[C:5]([N:15]2[CH2:16][CH2:17][NH:18][CH2:19][CH2:20]2)=[N:4][C:3]=1[C:26]1[CH:27]=[C:28]([O:33][CH3:34])[C:29]([NH2:32])=[N:30][CH:31]=1, predict the reactants needed to synthesize it. The reactants are: [Br:1][C:2]1[N:6]([CH2:7][O:8][CH2:9][CH2:10][Si:11]([CH3:14])([CH3:13])[CH3:12])[C:5]([N:15]2[CH2:20][CH2:19][N:18](S(CC)(=O)=O)[CH2:17][CH2:16]2)=[N:4][C:3]=1[C:26]1[CH:27]=[C:28]([O:33][CH3:34])[C:29]([NH2:32])=[N:30][CH:31]=1.